Dataset: Forward reaction prediction with 1.9M reactions from USPTO patents (1976-2016). Task: Predict the product of the given reaction. (1) Given the reactants [CH2:1]([O:3][CH:4]([CH2:9][C:10]1[CH:15]=[CH:14][C:13]([O:16][CH2:17][C:18]2[N:22]([CH3:23])[C:21]3[CH:24]=[C:25]([O:28][CH3:29])[CH:26]=[CH:27][C:20]=3[N:19]=2)=[CH:12][CH:11]=1)[C:5]([O:7]C)=[O:6])[CH3:2].[ClH:30], predict the reaction product. The product is: [ClH:30].[CH2:1]([O:3][CH:4]([CH2:9][C:10]1[CH:11]=[CH:12][C:13]([O:16][CH2:17][C:18]2[N:22]([CH3:23])[C:21]3[CH:24]=[C:25]([O:28][CH3:29])[CH:26]=[CH:27][C:20]=3[N:19]=2)=[CH:14][CH:15]=1)[C:5]([OH:7])=[O:6])[CH3:2]. (2) Given the reactants C(OC([N:8]1[CH2:12][CH2:11][CH2:10][C@H:9]1[CH2:13][NH:14][C:15]1[CH:20]=[CH:19][C:18]([C:21]2[CH:26]=[CH:25][CH:24]=[CH:23][CH:22]=2)=[CH:17][C:16]=1[O:27][C:28]1[CH:33]=[CH:32][C:31]([C:34]([OH:36])=[O:35])=[CH:30][CH:29]=1)=O)(C)(C)C.C(O)(C(F)(F)F)=O, predict the reaction product. The product is: [NH:8]1[CH2:12][CH2:11][CH2:10][C@H:9]1[CH2:13][NH:14][C:15]1[CH:20]=[CH:19][C:18]([C:21]2[CH:26]=[CH:25][CH:24]=[CH:23][CH:22]=2)=[CH:17][C:16]=1[O:27][C:28]1[CH:29]=[CH:30][C:31]([C:34]([OH:36])=[O:35])=[CH:32][CH:33]=1.